This data is from Merck oncology drug combination screen with 23,052 pairs across 39 cell lines. The task is: Regression. Given two drug SMILES strings and cell line genomic features, predict the synergy score measuring deviation from expected non-interaction effect. (1) Drug 1: Nc1ccn(C2OC(CO)C(O)C2(F)F)c(=O)n1. Drug 2: CC1(c2nc3c(C(N)=O)cccc3[nH]2)CCCN1. Cell line: A427. Synergy scores: synergy=1.88. (2) Drug 1: COc1cccc2c1C(=O)c1c(O)c3c(c(O)c1C2=O)CC(O)(C(=O)CO)CC3OC1CC(N)C(O)C(C)O1. Drug 2: COC1CC2CCC(C)C(O)(O2)C(=O)C(=O)N2CCCCC2C(=O)OC(C(C)CC2CCC(OP(C)(C)=O)C(OC)C2)CC(=O)C(C)C=C(C)C(O)C(OC)C(=O)C(C)CC(C)C=CC=CC=C1C. Cell line: SKOV3. Synergy scores: synergy=32.3. (3) Drug 1: CCN(CC)CCNC(=O)c1c(C)[nH]c(C=C2C(=O)Nc3ccc(F)cc32)c1C. Drug 2: Cn1c(=O)n(-c2ccc(C(C)(C)C#N)cc2)c2c3cc(-c4cnc5ccccc5c4)ccc3ncc21. Cell line: A2058. Synergy scores: synergy=24.7. (4) Drug 1: Cn1nnc2c(C(N)=O)ncn2c1=O. Drug 2: C#Cc1cccc(Nc2ncnc3cc(OCCOC)c(OCCOC)cc23)c1. Cell line: SKMEL30. Synergy scores: synergy=17.1.